This data is from Catalyst prediction with 721,799 reactions and 888 catalyst types from USPTO. The task is: Predict which catalyst facilitates the given reaction. Reactant: [CH3:1][O:2][C:3]1[N:8]=[C:7]([C:9]2[CH:10]=[C:11]([CH:14]=[CH:15][CH:16]=2)[CH:12]=[O:13])[CH:6]=[C:5]([NH:17][CH2:18][CH2:19][C:20]2[CH:25]=[CH:24][C:23]([O:26][CH3:27])=[CH:22][CH:21]=2)[N:4]=1.S([CH2:38][N+:39]#[C-:40])(C1C=CC(C)=CC=1)(=O)=O.COCCOC. Product: [CH3:1][O:2][C:3]1[N:4]=[C:5]([NH:17][CH2:18][CH2:19][C:20]2[CH:21]=[CH:22][C:23]([O:26][CH3:27])=[CH:24][CH:25]=2)[CH:6]=[C:7]([C:9]2[CH:16]=[CH:15][CH:14]=[C:11]([C:12]3[O:13][CH:40]=[N:39][CH:38]=3)[CH:10]=2)[N:8]=1. The catalyst class is: 6.